Dataset: Experimentally validated miRNA-target interactions with 360,000+ pairs, plus equal number of negative samples. Task: Binary Classification. Given a miRNA mature sequence and a target amino acid sequence, predict their likelihood of interaction. The miRNA is hsa-miR-6785-5p with sequence UGGGAGGGCGUGGAUGAUGGUG. The protein sequence of the target gene is MNGGNESSGADRAGGPVATSVPIGWQRCVREGAVLYISPSGTELSSLEQTRSYLLSDGTCKCGLECPLNVPKVFNFDPLAPVTPGGAGVGPASEEDMTKLCNHRRKAVAMATLYRSMETTCSHSSPGEGASPQMFHTVSPGPPSARPPCRVPPTTPLNGGPGSLPPEPPSVSQAFPTLAGPGGLFPPRLADPVPSGGSSSPRFLPRGNAPSPAPPPPPAISLNAPSYNWGAALRSSLVPSDLGSPPAPHASSSPPSDPPLFHCSDALTPPPLPPSNNLPAHPGPASQPPVSSATMHLPLV.... Result: 1 (interaction).